Dataset: Forward reaction prediction with 1.9M reactions from USPTO patents (1976-2016). Task: Predict the product of the given reaction. (1) Given the reactants C[O:2][C:3](=[O:35])[CH2:4][O:5][C:6]1[C:11]([O:12][CH3:13])=[CH:10][C:9]([C:14](=[O:32])[C:15]#[C:16][C:17]2[CH:22]=[C:21]([C:23]3[S:24][CH:25]=[CH:26][CH:27]=3)[C:20]([O:28][CH3:29])=[CH:19][C:18]=2[O:30][CH3:31])=[CH:8][C:7]=1[O:33][CH3:34].[OH-].[Na+], predict the reaction product. The product is: [CH3:31][O:30][C:18]1[CH:19]=[C:20]([O:28][CH3:29])[C:21]([C:23]2[S:24][CH:25]=[CH:26][CH:27]=2)=[CH:22][C:17]=1[C:16]#[C:15][C:14]([C:9]1[CH:10]=[C:11]([O:12][CH3:13])[C:6]([O:5][CH2:4][C:3]([OH:35])=[O:2])=[C:7]([O:33][CH3:34])[CH:8]=1)=[O:32]. (2) Given the reactants [CH3:1][O:2][C@H:3]([C@@H:8]([CH3:16])[C@@H:9]([O:14][CH3:15])/[CH:10]=[CH:11]/[CH:12]=[CH2:13])[C@@H:4]([CH3:7])[CH2:5][OH:6].C[N+]1([O-])CCOCC1, predict the reaction product. The product is: [CH3:1][O:2][C@H:3]([C@@H:8]([CH3:16])[C@@H:9]([O:14][CH3:15])/[CH:10]=[CH:11]/[CH:12]=[CH2:13])[C@@H:4]([CH3:7])[CH:5]=[O:6]. (3) Given the reactants [Br:1][C:2]1[CH:11]=[C:10]2[C:5]([N:6]=[CH:7][C:8](=O)[NH:9]2)=[CH:4][CH:3]=1.O=P(Cl)(Cl)[Cl:15], predict the reaction product. The product is: [Br:1][C:2]1[CH:11]=[C:10]2[C:5]([N:6]=[CH:7][C:8]([Cl:15])=[N:9]2)=[CH:4][CH:3]=1. (4) Given the reactants [CH3:1][O:2][C:3]1[CH:4]=[C:5]2[C:10](=[CH:11][C:12]=1[O:13][CH3:14])[N:9]=[CH:8][CH:7]=[C:6]2[O:15][C:16]1[CH:22]=[CH:21][C:19]([NH2:20])=[C:18]([N+:23]([O-:25])=[O:24])[CH:17]=1.C(O)C.[CH3:29][C:30]1[CH:35]=[CH:34][CH:33]=[CH:32][C:31]=1[C:36]([N:38]=[C:39]=[S:40])=[O:37], predict the reaction product. The product is: [CH3:1][O:2][C:3]1[CH:4]=[C:5]2[C:10](=[CH:11][C:12]=1[O:13][CH3:14])[N:9]=[CH:8][CH:7]=[C:6]2[O:15][C:16]1[CH:22]=[CH:21][C:19]([NH:20][C:39]([NH:38][C:36](=[O:37])[C:31]2[CH:32]=[CH:33][CH:34]=[CH:35][C:30]=2[CH3:29])=[S:40])=[C:18]([N+:23]([O-:25])=[O:24])[CH:17]=1. (5) Given the reactants [C:1]([C:3]1[CH:8]=[CH:7][CH:6]=[CH:5][N:4]=1)#[N:2].[NH2:9][C:10]1[CH:11]=[CH:12][C:13]([C:16]#[N:17])=[N:14][CH:15]=1.O.[NH2:19][NH2:20], predict the reaction product. The product is: [N:4]1[CH:5]=[CH:6][CH:7]=[CH:8][C:3]=1[C:1]1[NH:20][N:19]=[C:16]([C:13]2[N:14]=[CH:15][C:10]([NH2:9])=[CH:11][CH:12]=2)[NH:17][N:2]=1. (6) Given the reactants [Cl:1][C:2]1[C:3]([N:8]2[CH2:13][CH2:12][N:11]([CH3:14])[CH2:10][CH2:9]2)=[N:4][CH:5]=[CH:6][N:7]=1.[OH:15][CH2:16][CH:17]1[O:22][C:21]2[CH:23]=[CH:24][CH:25]=[CH:26][C:20]=2[O:19][CH2:18]1.[ClH:27], predict the reaction product. The product is: [ClH:1].[ClH:27].[CH3:14][N:11]1[CH2:12][CH2:13][N:8]([C:3]2[C:2]([O:15][CH2:16][CH:17]3[O:22][C:21]4[CH:23]=[CH:24][CH:25]=[CH:26][C:20]=4[O:19][CH2:18]3)=[N:7][CH:6]=[CH:5][N:4]=2)[CH2:9][CH2:10]1. (7) Given the reactants FC(F)(F)C(O)=O.COC(=O)CC1CC2C(=CC(OCCCCNC(N)=N)=CC=2)NC1=O.C[O:34][C:35](=[O:63])[CH2:36][C:37]1[C:38](=[O:62])[N:39]([CH2:55][C:56]2[CH:61]=[CH:60][CH:59]=[CH:58][CH:57]=2)[C:40]2[C:45]([CH:46]=1)=[CH:44][CH:43]=[C:42]([O:47][CH2:48][CH2:49][CH2:50][NH:51][C:52]([NH2:54])=[NH:53])[CH:41]=2, predict the reaction product. The product is: [CH2:55]([N:39]1[C:40]2[C:45](=[CH:44][CH:43]=[C:42]([O:47][CH2:48][CH2:49][CH2:50][NH:51][C:52]([NH2:54])=[NH:53])[CH:41]=2)[CH:46]=[C:37]([CH2:36][C:35]([OH:63])=[O:34])[C:38]1=[O:62])[C:56]1[CH:61]=[CH:60][CH:59]=[CH:58][CH:57]=1.